This data is from Forward reaction prediction with 1.9M reactions from USPTO patents (1976-2016). The task is: Predict the product of the given reaction. (1) Given the reactants [CH2:1]([O:3][C:4]([C:6]1[CH:11]=[CH:10][CH:9]=[C:8]([S:12][C:13]2[C:21]3[C:16](=[C:17]([F:23])[C:18]([Cl:22])=[CH:19][CH:20]=3)[NH:15][C:14]=2[CH3:24])[N:7]=1)=[O:5])[CH3:2].Br[C:26]1[CH:27]=[N:28][N:29]([CH:31]([CH3:33])[CH3:32])[CH:30]=1, predict the reaction product. The product is: [CH2:1]([O:3][C:4]([C:6]1[CH:11]=[CH:10][CH:9]=[C:8]([S:12][C:13]2[C:21]3[C:16](=[C:17]([F:23])[C:18]([Cl:22])=[CH:19][CH:20]=3)[N:15]([C:26]3[CH:27]=[N:28][N:29]([CH:31]([CH3:33])[CH3:32])[CH:30]=3)[C:14]=2[CH3:24])[N:7]=1)=[O:5])[CH3:2]. (2) Given the reactants [C:1]([C:3]1[CH:8]=[CH:7][C:6]([C:9]2[N:13]3[CH:14]=[C:15]([C:18]4[CH:26]=[CH:25][C:21]([C:22](O)=[O:23])=[CH:20][CH:19]=4)[CH:16]=[CH:17][C:12]3=[N:11][CH:10]=2)=[CH:5][CH:4]=1)#[N:2].CN(C(ON1N=NC2C=CC=NC1=2)=[N+](C)C)C.F[P-](F)(F)(F)(F)F.C[N:52]1[CH2:57][CH2:56][O:55][CH2:54][CH2:53]1.N1CCOCC1, predict the reaction product. The product is: [N:52]1([C:22]([C:21]2[CH:25]=[CH:26][C:18]([C:15]3[CH:16]=[CH:17][C:12]4[N:13]([C:9]([C:6]5[CH:5]=[CH:4][C:3]([C:1]#[N:2])=[CH:8][CH:7]=5)=[CH:10][N:11]=4)[CH:14]=3)=[CH:19][CH:20]=2)=[O:23])[CH2:57][CH2:56][O:55][CH2:54][CH2:53]1.